From a dataset of Reaction yield outcomes from USPTO patents with 853,638 reactions. Predict the reaction yield, written as a fraction of the theoretical maximum amount of product (1.0 means a 100% yield; for example, 0.34 means a 34% yield). The yield is 0.830. The product is [C:26]([O:29][C:30](=[O:31])[NH:1][CH:2]1[CH2:7][CH2:6][N:5]([C:8]2[CH:13]=[CH:12][CH:11]=[C:10]([N:14]([C:15]3[CH:16]=[CH:17][C:18]([OH:21])=[CH:19][CH:20]=3)[CH3:22])[CH:9]=2)[CH2:4][CH2:3]1)([CH3:28])([CH3:27])[CH3:25]. The catalyst is CO.O. The reactants are [NH2:1][CH:2]1[CH2:7][CH2:6][N:5]([C:8]2[CH:9]=[C:10]([N:14]([CH3:22])[C:15]3[CH:20]=[CH:19][C:18]([OH:21])=[CH:17][CH:16]=3)[CH:11]=[CH:12][CH:13]=2)[CH2:4][CH2:3]1.[OH-].[Na+].[CH3:25][C:26]([O:29][C:30](O[C:30]([O:29][C:26]([CH3:28])([CH3:27])[CH3:25])=[O:31])=[O:31])([CH3:28])[CH3:27].